From a dataset of Retrosynthesis with 50K atom-mapped reactions and 10 reaction types from USPTO. Predict the reactants needed to synthesize the given product. Given the product O=C(NCC1N=C(c2ccccc2F)c2ccccc2NC1=O)c1cc2ccccc2[nH]1, predict the reactants needed to synthesize it. The reactants are: NCC1N=C(c2ccccc2F)c2ccccc2NC1=O.O=C(Cl)c1cc2ccccc2[nH]1.